From a dataset of Full USPTO retrosynthesis dataset with 1.9M reactions from patents (1976-2016). Predict the reactants needed to synthesize the given product. (1) Given the product [ClH:18].[C:1]1([C:7]2[N:8]=[C:9]([CH:12]3[CH2:17][CH2:16][NH:15][CH2:14][CH2:13]3)[NH:10][CH:11]=2)[CH:2]=[CH:3][CH:4]=[CH:5][CH:6]=1, predict the reactants needed to synthesize it. The reactants are: [C:1]1([C:7]2[N:8]=[C:9]([CH:12]3[CH2:17][CH2:16][NH:15][CH2:14][CH2:13]3)[NH:10][CH:11]=2)[CH:6]=[CH:5][CH:4]=[CH:3][CH:2]=1.[ClH:18]. (2) Given the product [CH:10]([NH:12][CH2:13][C:8]1[CH:7]=[CH:6][CH:16]=[CH:15][CH:9]=1)=[CH2:24], predict the reactants needed to synthesize it. The reactants are: O.NN.C([C:6]1[C:7](CC2C=CC=CC=2)=[C:8]2[C:13](=O)[NH:12][C:10](=O)[C:9]2=[CH:15][CH:16]=1)=C.[CH2:24](O)C.